From a dataset of Forward reaction prediction with 1.9M reactions from USPTO patents (1976-2016). Predict the product of the given reaction. (1) Given the reactants [C:1]([O:6][CH2:7][CH2:8][CH2:9][CH2:10][CH2:11][CH2:12][CH2:13][CH2:14][CH2:15][CH2:16][CH2:17][CH3:18])(=[O:5])[C:2]([CH3:4])=[CH2:3].[C:19]([OH:24])(=[O:23])[C:20]([CH3:22])=[CH2:21].C(OCCOC(=O)C(C)=C)(=O)C(C)=C.C(OOC(=O)CCCCCCCCCCC)(=O)CCCCCCCCCCC.C(N(C)CCS(O)(=O)=O)(=O)CCCCCCCCCCCCCCCCC.[Na].[OH-].[Na+:96], predict the reaction product. The product is: [C:1]([O:6][CH2:7][CH2:8][CH2:9][CH2:10][CH2:11][CH2:12][CH2:13][CH2:14][CH2:15][CH2:16][CH2:17][CH3:18])(=[O:5])[C:2]([CH3:4])=[CH2:3].[C:19]([O-:24])(=[O:23])[C:20]([CH3:22])=[CH2:21].[Na+:96]. (2) Given the reactants Cl[CH2:2][C:3]1[CH:8]=[CH:7][CH:6]=[CH:5][N:4]=1.[Cl:9][C:10]1[CH:15]=[C:14]([NH:16][C:17]2[C:26]3[C:21](=[CH:22][CH:23]=[CH:24][C:25]=3[O:27][C@@H:28]([C@H:30]3[CH2:34][CH2:33][CH2:32][N:31]3[C:35](=[O:38])[CH2:36][OH:37])[CH3:29])[N:20]=[CH:19][N:18]=2)[CH:13]=[CH:12][C:11]=1[OH:39], predict the reaction product. The product is: [Cl:9][C:10]1[CH:15]=[C:14]([NH:16][C:17]2[C:26]3[C:21](=[CH:22][CH:23]=[CH:24][C:25]=3[O:27][C@@H:28]([C@H:30]3[CH2:34][CH2:33][CH2:32][N:31]3[C:35](=[O:38])[CH2:36][OH:37])[CH3:29])[N:20]=[CH:19][N:18]=2)[CH:13]=[CH:12][C:11]=1[O:39][CH2:2][C:3]1[CH:8]=[CH:7][CH:6]=[CH:5][N:4]=1.